This data is from Full USPTO retrosynthesis dataset with 1.9M reactions from patents (1976-2016). The task is: Predict the reactants needed to synthesize the given product. (1) Given the product [CH3:25][C@@H:26]1[CH2:30][CH2:29][CH2:28][N:27]1[CH2:6][CH2:7][C:8]1[O:9][C:10]2[CH:16]=[CH:15][C:14]([C:17]3[CH:18]=[C:19]([CH:20]=[CH:21][CH:22]=3)[C:23]#[N:24])=[CH:13][C:11]=2[CH:12]=1, predict the reactants needed to synthesize it. The reactants are: CS(O[CH2:6][CH2:7][C:8]1[O:9][C:10]2[CH:16]=[CH:15][C:14]([C:17]3[CH:22]=[CH:21][CH:20]=[C:19]([C:23]#[N:24])[CH:18]=3)=[CH:13][C:11]=2[CH:12]=1)(=O)=O.[CH3:25][C@@H:26]1[CH2:30][CH2:29][CH2:28][NH:27]1.C([O-])([O-])=O.[Cs+].[Cs+].CC#N. (2) Given the product [C:1]([O:5][C:6](=[O:14])[N:7]([CH2:9][CH2:10][CH2:11][CH2:12][NH:13][CH2:31][C:26]1[C:25]([C:22]([C:19]2[CH:18]=[CH:17][C:16]([Cl:15])=[CH:21][CH:20]=2)([CH3:24])[CH3:23])=[CH:30][CH:29]=[CH:28][N:27]=1)[CH3:8])([CH3:4])([CH3:2])[CH3:3], predict the reactants needed to synthesize it. The reactants are: [C:1]([O:5][C:6](=[O:14])[N:7]([CH2:9][CH2:10][CH2:11][CH2:12][NH2:13])[CH3:8])([CH3:4])([CH3:3])[CH3:2].[Cl:15][C:16]1[CH:21]=[CH:20][C:19]([C:22]([C:25]2[C:26]([CH:31]=O)=[N:27][CH:28]=[CH:29][CH:30]=2)([CH3:24])[CH3:23])=[CH:18][CH:17]=1.[BH-](OC(C)=O)(OC(C)=O)OC(C)=O.[Na+]. (3) Given the product [CH3:8][O:7][C:5](=[O:6])[C:4]1[CH:9]=[CH:10][CH:11]=[CH:2][CH:3]=1, predict the reactants needed to synthesize it. The reactants are: N[C:2]1[C:3](C)=[C:4]([CH:9]=[C:10](Br)[CH:11]=1)[C:5]([O:7][CH3:8])=[O:6].C1(=O)CCCC1.C(O)(=O)C.C([BH3-])#N.[Na+]. (4) The reactants are: [C:1]([C:5]1[CH:11]=[CH:10][C:8]([NH2:9])=[CH:7][CH:6]=1)([CH3:4])([CH3:3])[CH3:2].[C:12]([C:16]1[CH:31]=[CH:30][CH:29]=[CH:28][C:17]=1[O:18][C:19]1[C:24]([N:25]=[C:26]=[S:27])=[CH:23][CH:22]=[CH:21][N:20]=1)([CH3:15])([CH3:14])[CH3:13]. Given the product [C:12]([C:16]1[CH:31]=[CH:30][CH:29]=[CH:28][C:17]=1[O:18][C:19]1[C:24]([NH:25][C:26]([NH:9][C:8]2[CH:7]=[CH:6][C:5]([C:1]([CH3:4])([CH3:2])[CH3:3])=[CH:11][CH:10]=2)=[S:27])=[CH:23][CH:22]=[CH:21][N:20]=1)([CH3:15])([CH3:13])[CH3:14], predict the reactants needed to synthesize it. (5) Given the product [CH:12]([OH:14])=[O:89].[C:12]([N:15]1[C:24]2[C:19](=[CH:20][C:21]([C:25]3[CH:30]=[CH:29][C:28]([CH2:31][N:32]4[CH2:37][CH2:36][CH2:35][CH2:34][CH2:33]4)=[CH:27][CH:26]=3)=[CH:22][CH:23]=2)[C@H:18]([NH:38][C:2]2[CH:7]=[CH:6][C:5]([C:8]([F:11])([F:10])[F:9])=[CH:4][N:3]=2)[CH2:17][C@@H:16]1[CH3:39])(=[O:14])[CH3:13], predict the reactants needed to synthesize it. The reactants are: Cl[C:2]1[CH:7]=[CH:6][C:5]([C:8]([F:11])([F:10])[F:9])=[CH:4][N:3]=1.[C:12]([N:15]1[C:24]2[C:19](=[CH:20][C:21]([C:25]3[CH:30]=[CH:29][C:28]([CH2:31][N:32]4[CH2:37][CH2:36][CH2:35][CH2:34][CH2:33]4)=[CH:27][CH:26]=3)=[CH:22][CH:23]=2)[C@H:18]([NH2:38])[CH2:17][C@@H:16]1[CH3:39])(=[O:14])[CH3:13].C1C=CC(P(C2C(C3C(P(C4C=CC=CC=4)C4C=CC=CC=4)=CC=C4C=3C=CC=C4)=C3C(C=CC=C3)=CC=2)C2C=CC=CC=2)=CC=1.CC(C)([O-:89])C.[Na+]. (6) Given the product [C:30]([O:29][C:27]([N:18]1[CH2:17][CH:16]=[C:15]([C:12]2[CH:13]=[CH:14][C:9]([Br:8])=[CH:10][CH:11]=2)[CH2:20][CH2:19]1)=[O:28])([CH3:33])([CH3:32])[CH3:31], predict the reactants needed to synthesize it. The reactants are: FC(F)(F)C([O-])=O.[Br:8][C:9]1[CH:14]=[CH:13][C:12]([C:15]2[CH2:16][CH2:17][NH2+:18][CH2:19][CH:20]=2)=[CH:11][CH:10]=1.C([O-])([O-])=O.[Na+].[Na+].[C:27](O[C:27]([O:29][C:30]([CH3:33])([CH3:32])[CH3:31])=[O:28])([O:29][C:30]([CH3:33])([CH3:32])[CH3:31])=[O:28]. (7) Given the product [C:22]1([CH:13]([NH:12][C:10]2[C:9]3[C:4](=[CH:5][CH:6]=[CH:7][CH:8]=3)[N:3]=[C:2]([C:34]3[C:29]([CH3:28])=[CH:30][C:31]4[N:32]([CH:38]=[CH:39][N:40]=4)[CH:33]=3)[N:11]=2)[CH2:14][CH2:15][C:16]2[CH:21]=[CH:20][CH:19]=[CH:18][CH:17]=2)[CH:27]=[CH:26][CH:25]=[CH:24][CH:23]=1, predict the reactants needed to synthesize it. The reactants are: Cl[C:2]1[N:11]=[C:10]([NH:12][CH:13]([C:22]2[CH:27]=[CH:26][CH:25]=[CH:24][CH:23]=2)[CH2:14][CH2:15][C:16]2[CH:21]=[CH:20][CH:19]=[CH:18][CH:17]=2)[C:9]2[C:4](=[CH:5][CH:6]=[CH:7][CH:8]=2)[N:3]=1.[CH3:28][C:29]1[C:34](B(O)O)=[CH:33][N:32]2[CH:38]=[CH:39][N:40]=[C:31]2[CH:30]=1.C(NC1C2C(=CC=CC=2)N=C(C2SC3C=CC=CC=3C=2)N=1)(C1C=CC=CC=1)C1C=CC=CC=1.